Dataset: Reaction yield outcomes from USPTO patents with 853,638 reactions. Task: Predict the reaction yield, written as a fraction of the theoretical maximum amount of product (1.0 means a 100% yield; for example, 0.34 means a 34% yield). (1) The reactants are Cl[C:2]1[CH:7]=[C:6]([Cl:8])[N:5]=[CH:4][N:3]=1.[O:9]([C:16]1[CH:17]=[C:18]([CH:20]=[CH:21][CH:22]=1)[NH2:19])[C:10]1[CH:15]=[CH:14][CH:13]=[CH:12][CH:11]=1.CCN(C(C)C)C(C)C. The catalyst is C(O)CCC. The product is [Cl:8][C:6]1[N:5]=[CH:4][N:3]=[C:2]([NH:19][C:18]2[CH:20]=[CH:21][CH:22]=[C:16]([O:9][C:10]3[CH:11]=[CH:12][CH:13]=[CH:14][CH:15]=3)[CH:17]=2)[CH:7]=1. The yield is 0.560. (2) The yield is 0.970. The reactants are [Cl:1][C:2]1[CH:3]=[C:4]([F:28])[CH:5]=[C:6]([C:8]2[CH:13]=[CH:12][C:11]([F:14])=[C:10]([C@:15]3([CH3:27])[C:21]([F:23])([F:22])[C:20]([CH3:25])([CH3:24])[O:19][CH2:18][C:17](=O)[NH:16]3)[CH:9]=2)[CH:7]=1.COC1C=CC(P2(SP(C3C=CC(OC)=CC=3)(=S)S2)=[S:38])=CC=1. The product is [Cl:1][C:2]1[CH:3]=[C:4]([F:28])[CH:5]=[C:6]([C:8]2[CH:13]=[CH:12][C:11]([F:14])=[C:10]([C@:15]3([CH3:27])[C:21]([F:23])([F:22])[C:20]([CH3:25])([CH3:24])[O:19][CH2:18][C:17](=[S:38])[NH:16]3)[CH:9]=2)[CH:7]=1. The catalyst is O1CCOCC1. (3) The reactants are [CH3:1][O:2][C:3]1[C:8](/[CH:9]=[CH:10]/[C:11]2[CH:12]=[C:13]([CH:19]=[CH:20][C:21]=2[CH3:22])[C:14]([O:16]CC)=[O:15])=[CH:7][N:6]=[C:5]2[N:23](COCC[Si](C)(C)C)[CH:24]=[CH:25][C:4]=12.C(O)(C(F)(F)F)=O.O[Li].O.Cl. The catalyst is C(Cl)Cl.C1COCC1.O.CO. The product is [CH3:1][O:2][C:3]1[C:8](/[CH:9]=[CH:10]/[C:11]2[CH:12]=[C:13]([CH:19]=[CH:20][C:21]=2[CH3:22])[C:14]([OH:16])=[O:15])=[CH:7][N:6]=[C:5]2[NH:23][CH:24]=[CH:25][C:4]=12. The yield is 0.650. (4) The reactants are N(C(OCC)=O)=NC(OCC)=O.[CH3:13][S:14][C:15]1[C:24]2[C:19](=[CH:20][C:21]([OH:25])=[CH:22][CH:23]=2)[N:18]=[CH:17][N:16]=1.C1(P(C2C=CC=CC=2)C2C=CC=CC=2)C=CC=CC=1.[N:45]1([CH2:51][CH2:52][O:53][CH2:54][CH2:55]O)[CH2:50][CH2:49][O:48][CH2:47][CH2:46]1. The catalyst is C(Cl)Cl. The product is [CH3:13][S:14][C:15]1[C:24]2[C:19](=[CH:20][C:21]([O:25][CH2:55][CH2:54][O:53][CH2:52][CH2:51][N:45]3[CH2:50][CH2:49][O:48][CH2:47][CH2:46]3)=[CH:22][CH:23]=2)[N:18]=[CH:17][N:16]=1. The yield is 0.490. (5) The reactants are F[B-](F)(F)F.[C:6]([C:10]1[CH:15]=[CH:14][CH:13]=[CH:12][C:11]=1[N+:16]1[CH:21]=[CH:20][C:19]([C:22]2[CH:27]=[CH:26][NH+:25]=[CH:24][CH:23]=2)=[CH:18][CH:17]=1)([CH3:9])([CH3:8])[CH3:7].F[B-](F)(F)F.[C:33]1([CH3:55])[CH:38]=[CH:37][C:36]([S:39]([O:42][C:43]2[CH:48]=[CH:47][C:46]([N+:49]([O-:51])=[O:50])=[CH:45][C:44]=2[N+:52]([O-:54])=[O:53])(=[O:41])=[O:40])=[CH:35][CH:34]=1. The catalyst is CC#N. The product is [S:39]([C:36]1[CH:37]=[CH:38][C:33]([CH3:55])=[CH:34][CH:35]=1)([O-:42])(=[O:41])=[O:40].[S:39]([C:36]1[CH:37]=[CH:38][C:33]([CH3:55])=[CH:34][CH:35]=1)([O-:42])(=[O:41])=[O:40].[N+:49]([C:46]1[CH:45]=[C:44]([N+:52]([O-:54])=[O:53])[CH:43]=[CH:48][C:47]=1[N+:25]1[CH:26]=[CH:27][C:22]([C:19]2[CH:18]=[CH:17][N+:16]([C:11]3[CH:12]=[CH:13][CH:14]=[CH:15][C:10]=3[C:6]([CH3:9])([CH3:7])[CH3:8])=[CH:21][CH:20]=2)=[CH:23][CH:24]=1)([O-:51])=[O:50]. The yield is 0.350.